Dataset: Forward reaction prediction with 1.9M reactions from USPTO patents (1976-2016). Task: Predict the product of the given reaction. (1) Given the reactants [C:1]1(=[O:8])[CH2:6][CH2:5][CH2:4][C:3](=O)[CH2:2]1.[CH3:9][C:10]1[C:18]2[C:13](=[CH:14][CH:15]=[C:16](/[CH:19]=[C:20](/[C:23](=O)[CH3:24])\[C:21]#[N:22])[CH:17]=2)[NH:12][N:11]=1.C([O-])(=O)C.[NH4+:30], predict the reaction product. The product is: [CH3:24][C:23]1[NH:30][C:3]2[CH2:4][CH2:5][CH2:6][C:1](=[O:8])[C:2]=2[CH:19]([C:16]2[CH:17]=[C:18]3[C:13](=[CH:14][CH:15]=2)[NH:12][N:11]=[C:10]3[CH3:9])[C:20]=1[C:21]#[N:22]. (2) Given the reactants [CH2:1]([Si:4]([Cl:7])(Cl)Cl)[CH:2]=[CH2:3].N12CCCN=C1CCCCC2.[OH:19][C:20]([C:23]([OH:26])([CH3:25])[CH3:24])([CH3:22])[CH3:21], predict the reaction product. The product is: [CH2:1]([Si:4]1([Cl:7])[O:26][C:23]([CH3:25])([CH3:24])[C:20]([CH3:22])([CH3:21])[O:19]1)[CH:2]=[CH2:3]. (3) Given the reactants F[P-](F)(F)(F)(F)F.N1(O[P+](N2CCCC2)(N2CCCC2)N2CCCC2)C2C=CC=CC=2N=N1.[Br:34][C:35]1[CH:44]=[CH:43][CH:42]=[C:41]2[C:36]=1[CH2:37][C@H:38]([CH2:46][O:47][Si:48]([C:51]([CH3:54])([CH3:53])[CH3:52])([CH3:50])[CH3:49])[NH:39][C@H:40]2[CH3:45].[Cl:55][C:56]1[CH:61]=[CH:60][CH:59]=[C:58]([Cl:62])[C:57]=1[CH2:63][C:64](O)=[O:65].C(N(CC)CC)C, predict the reaction product. The product is: [Br:34][C:35]1[CH:44]=[CH:43][CH:42]=[C:41]2[C:36]=1[CH2:37][C@H:38]([CH2:46][O:47][Si:48]([C:51]([CH3:53])([CH3:52])[CH3:54])([CH3:50])[CH3:49])[N:39]([C:64](=[O:65])[CH2:63][C:57]1[C:56]([Cl:55])=[CH:61][CH:60]=[CH:59][C:58]=1[Cl:62])[C@H:40]2[CH3:45]. (4) Given the reactants [CH3:1][C:2]1[CH:7]=[CH:6][C:5]([S:8]([O:11][C:12]2[CH:17]=[C:16]([CH3:18])[CH:15]=[CH:14][C:13]=2[NH2:19])(=[O:10])=[O:9])=[CH:4][CH:3]=1.N([O-])=O.[Na+], predict the reaction product. The product is: [CH3:1][C:2]1[CH:7]=[CH:6][C:5]([S:8]([O:11][C:12]2[CH:17]=[C:16]([CH3:18])[CH:15]=[CH:14][C:13]=2[N:19]2[C:17]([CH3:16])=[CH:12][C:13]([CH3:14])=[N:19]2)(=[O:10])=[O:9])=[CH:4][CH:3]=1.